Dataset: Reaction yield outcomes from USPTO patents with 853,638 reactions. Task: Predict the reaction yield, written as a fraction of the theoretical maximum amount of product (1.0 means a 100% yield; for example, 0.34 means a 34% yield). (1) The reactants are [OH:1][C:2]1[C:11]2[C:6](=[CH:7][CH:8]=[CH:9][CH:10]=2)[C@@:5]([CH3:17])([CH2:12][CH2:13][CH:14]([CH3:16])[CH3:15])[C:4](=[O:18])[C:3]=1[C:19]1[NH:24][C:23]2[CH:25]=[CH:26][C:27]([NH:29][C:30](=[O:32])[CH3:31])=[CH:28][C:22]=2[S:21](=[O:34])(=[O:33])[N:20]=1.[OH-].[Na+:36]. The catalyst is O. The product is [C:30]([NH:29][C:27]1[CH:26]=[CH:25][C:23]2[NH:24][C:19]([C:3]3[C:4](=[O:18])[C@:5]([CH3:17])([CH2:12][CH2:13][CH:14]([CH3:15])[CH3:16])[C:6]4[C:11](=[CH:10][CH:9]=[CH:8][CH:7]=4)[C:2]=3[O-:1])=[N:20][S:21](=[O:33])(=[O:34])[C:22]=2[CH:28]=1)(=[O:32])[CH3:31].[Na+:36]. The yield is 0.990. (2) The reactants are [Br:1][CH2:2][CH2:3][CH2:4][CH2:5][CH2:6][CH2:7][CH2:8][CH2:9][CH2:10][CH2:11][CH2:12][CH2:13][OH:14].[N].[C:16](Cl)(=[O:23])[C:17]1[CH:22]=[CH:21][CH:20]=[CH:19][CH:18]=1. The catalyst is N1C=CC=CC=1. The product is [C:16]([O:14][CH2:13][CH2:12][CH2:11][CH2:10][CH2:9][CH2:8][CH2:7][CH2:6][CH2:5][CH2:4][CH2:3][CH2:2][Br:1])(=[O:23])[C:17]1[CH:22]=[CH:21][CH:20]=[CH:19][CH:18]=1. The yield is 0.650.